Regression. Given a peptide amino acid sequence and an MHC pseudo amino acid sequence, predict their binding affinity value. This is MHC class I binding data. From a dataset of Peptide-MHC class I binding affinity with 185,985 pairs from IEDB/IMGT. The peptide sequence is KELKETLLH. The MHC is HLA-A03:01 with pseudo-sequence HLA-A03:01. The binding affinity (normalized) is 0.0847.